This data is from Catalyst prediction with 721,799 reactions and 888 catalyst types from USPTO. The task is: Predict which catalyst facilitates the given reaction. (1) Reactant: [OH:1][C:2]1[CH:10]=[CH:9][C:5]2[O:6][CH2:7][O:8][C:4]=2[CH:3]=1.F[C:12]1[C:13]([F:18])=[N:14][CH:15]=[CH:16][CH:17]=1.C(=O)([O-])[O-].[Cs+].[Cs+]. Product: [O:6]1[C:5]2[CH:9]=[CH:10][C:2]([O:1][C:15]3[CH:16]=[CH:17][CH:12]=[C:13]([F:18])[N:14]=3)=[CH:3][C:4]=2[O:8][CH2:7]1. The catalyst class is: 16. (2) The catalyst class is: 1. Product: [CH2:38]([C:23]1([CH2:47][CH:46]=[CH2:45])[C:22](=[O:25])[N:11]2[CH2:12][CH2:13][N:14]([C:15]([O:17][C:18]([CH3:21])([CH3:20])[CH3:19])=[O:16])[CH:9]([C:3]3[CH:4]=[CH:5][C:6]([CH3:8])=[CH:7][C:2]=3[CH3:1])[CH:10]2[CH2:24]1)[CH:39]=[CH2:40]. Reactant: [CH3:1][C:2]1[CH:7]=[C:6]([CH3:8])[CH:5]=[CH:4][C:3]=1[CH:9]1[N:14]([C:15]([O:17][C:18]([CH3:21])([CH3:20])[CH3:19])=[O:16])[CH2:13][CH2:12][N:11]2[C:22](=[O:25])[CH2:23][CH2:24][CH:10]12.[Li+].C[Si]([N-][Si](C)(C)C)(C)C.CN1C(=O)N(C)[CH2:40][CH2:39][CH2:38]1.[CH2:45](Br)[CH:46]=[CH2:47].